Dataset: Reaction yield outcomes from USPTO patents with 853,638 reactions. Task: Predict the reaction yield, written as a fraction of the theoretical maximum amount of product (1.0 means a 100% yield; for example, 0.34 means a 34% yield). The product is [C:1]([O:5][C:6]([N:8]1[C@@H:12]([CH2:13][CH2:14][Si:18]([CH3:25])([CH3:17])[C:19]2[CH:24]=[CH:23][CH:22]=[CH:21][CH:20]=2)[CH2:11][O:10][C:9]1([CH3:16])[CH3:15])=[O:7])([CH3:4])([CH3:3])[CH3:2]. The reactants are [C:1]([O:5][C:6]([N:8]1[C@@H:12]([CH:13]=[CH2:14])[CH2:11][O:10][C:9]1([CH3:16])[CH3:15])=[O:7])([CH3:4])([CH3:3])[CH3:2].[CH3:17][SiH:18]([CH3:25])[C:19]1[CH:24]=[CH:23][CH:22]=[CH:21][CH:20]=1. The yield is 0.950. The catalyst is [Pt](=O)=O.